Dataset: Catalyst prediction with 721,799 reactions and 888 catalyst types from USPTO. Task: Predict which catalyst facilitates the given reaction. (1) Reactant: [Cl:1][C:2]1[CH:3]=[CH:4][C:5]([O:34][CH:35]([F:37])[F:36])=[C:6]([C:8]2[N:12](COCC[Si](C)(C)C)[N:11]=[CH:10][C:9]=2[NH:21][C:22]([C:24]2[CH:25]=[N:26][N:27]3[CH:32]=[CH:31][C:30]([NH2:33])=[N:29][C:28]=23)=[O:23])[CH:7]=1.Cl. Product: [Cl:1][C:2]1[CH:3]=[CH:4][C:5]([O:34][CH:35]([F:37])[F:36])=[C:6]([C:8]2[C:9]([NH:21][C:22]([C:24]3[CH:25]=[N:26][N:27]4[CH:32]=[CH:31][C:30]([NH2:33])=[N:29][C:28]=34)=[O:23])=[CH:10][NH:11][N:12]=2)[CH:7]=1. The catalyst class is: 5. (2) Reactant: [C:1]([C:5]1[S:6][CH:7]=[C:8]([CH2:10]P(=O)(OCC)OCC)[N:9]=1)([CH3:4])([CH3:3])[CH3:2].[H-].[Na+].[CH3:21][O:22][CH2:23][O:24][C:25]1[C:29]([CH:30]=O)=[CH:28][N:27]([C:32]2[CH:37]=[CH:36][CH:35]=[CH:34][CH:33]=2)[N:26]=1.O. Product: [C:1]([C:5]1[S:6][CH:7]=[C:8](/[CH:10]=[CH:30]/[C:29]2[C:25]([O:24][CH2:23][O:22][CH3:21])=[N:26][N:27]([C:32]3[CH:37]=[CH:36][CH:35]=[CH:34][CH:33]=3)[CH:28]=2)[N:9]=1)([CH3:2])([CH3:3])[CH3:4]. The catalyst class is: 7. (3) Reactant: [N+:1]([C:4]1[C:5]([NH2:16])=[C:6]([C:10]2[CH:11]=[N:12][CH:13]=[CH:14][CH:15]=2)[CH:7]=[N:8][CH:9]=1)([O-])=O. Product: [N:8]1[CH:9]=[C:4]([NH2:1])[C:5]([NH2:16])=[C:6]([C:10]2[CH:11]=[N:12][CH:13]=[CH:14][CH:15]=2)[CH:7]=1. The catalyst class is: 19. (4) Reactant: [CH3:1][C:2]([CH3:19])=[CH:3][CH2:4][N:5]1[C:13]2[C:8](=[CH:9][CH:10]=[CH:11][CH:12]=2)[C:7](/[CH:14]=[CH:15]/[C:16]([OH:18])=O)=[CH:6]1.[F:20][C:21]1[CH:33]=[CH:32][C:24]([C:25]([NH:27][NH:28][CH:29]([CH3:31])[CH3:30])=[O:26])=[CH:23][CH:22]=1.CN(C(ON1N=NC2C=CC=NC1=2)=[N+](C)C)C.F[P-](F)(F)(F)(F)F.C(N(CC)C(C)C)(C)C. Product: [F:20][C:21]1[CH:33]=[CH:32][C:24]([C:25]([NH:27][N:28]([CH:29]([CH3:30])[CH3:31])[C:16](=[O:18])/[CH:15]=[CH:14]/[C:7]2[C:8]3[C:13](=[CH:12][CH:11]=[CH:10][CH:9]=3)[N:5]([CH2:4][CH:3]=[C:2]([CH3:1])[CH3:19])[CH:6]=2)=[O:26])=[CH:23][CH:22]=1. The catalyst class is: 31. (5) Reactant: [F:1][C:2]1[CH:7]=[CH:6][CH:5]=[C:4]([F:8])[C:3]=1[N:9]1[C:14]2[N:15]=[C:16](S(C)=O)[N:17]=[C:18]([C:19]3[CH:20]=[C:21]([CH:28]=[CH:29][C:30]=3[CH3:31])[C:22]([NH:24][CH:25]([CH3:27])[CH3:26])=[O:23])[C:13]=2[CH2:12][NH:11][C:10]1=[O:35].[CH3:36][N:37]([CH3:42])[CH2:38][CH2:39][CH2:40][NH2:41]. Product: [F:1][C:2]1[CH:7]=[CH:6][CH:5]=[C:4]([F:8])[C:3]=1[N:9]1[C:14]2[N:15]=[C:16]([NH:41][CH2:40][CH2:39][CH2:38][N:37]([CH3:42])[CH3:36])[N:17]=[C:18]([C:19]3[CH:20]=[C:21]([CH:28]=[CH:29][C:30]=3[CH3:31])[C:22]([NH:24][CH:25]([CH3:27])[CH3:26])=[O:23])[C:13]=2[CH2:12][NH:11][C:10]1=[O:35]. The catalyst class is: 1.